The task is: Binary Classification. Given a T-cell receptor sequence (or CDR3 region) and an epitope sequence, predict whether binding occurs between them.. This data is from TCR-epitope binding with 47,182 pairs between 192 epitopes and 23,139 TCRs. The epitope is LLQTGIHVRVSQPSL. The TCR CDR3 sequence is CSASVSLIYNEQFF. Result: 1 (the TCR binds to the epitope).